This data is from NCI-60 drug combinations with 297,098 pairs across 59 cell lines. The task is: Regression. Given two drug SMILES strings and cell line genomic features, predict the synergy score measuring deviation from expected non-interaction effect. (1) Cell line: M14. Synergy scores: CSS=3.61, Synergy_ZIP=5.28, Synergy_Bliss=8.18, Synergy_Loewe=-3.21, Synergy_HSA=-1.82. Drug 1: CCN(CC)CCCC(C)NC1=C2C=C(C=CC2=NC3=C1C=CC(=C3)Cl)OC. Drug 2: C1CC(=O)NC(=O)C1N2C(=O)C3=CC=CC=C3C2=O. (2) Drug 1: C1=C(C(=O)NC(=O)N1)N(CCCl)CCCl. Drug 2: C1=CC=C(C(=C1)C(C2=CC=C(C=C2)Cl)C(Cl)Cl)Cl. Cell line: UO-31. Synergy scores: CSS=15.9, Synergy_ZIP=-4.82, Synergy_Bliss=2.82, Synergy_Loewe=-0.963, Synergy_HSA=3.09.